This data is from Catalyst prediction with 721,799 reactions and 888 catalyst types from USPTO. The task is: Predict which catalyst facilitates the given reaction. (1) Reactant: [CH3:1][O:2][C:3]1[CH:8]=[CH:7][C:6]([O:9][CH2:10][O:11][CH3:12])=[CH:5][N:4]=1.C([Li])(C)(C)C.CCCCC.[C:23]1([CH:29]([C:41]2[CH:46]=[CH:45][CH:44]=[CH:43][CH:42]=2)[N:30]2[C:38]3[C:33](=[CH:34][CH:35]=[CH:36][CH:37]=3)[C:32](=[O:39])[C:31]2=[O:40])[CH:28]=[CH:27][CH:26]=[CH:25][CH:24]=1.[Cl-].[NH4+]. Product: [C:41]1([CH:29]([C:23]2[CH:28]=[CH:27][CH:26]=[CH:25][CH:24]=2)[N:30]2[C:38]3[C:33](=[CH:34][CH:35]=[CH:36][CH:37]=3)[C:32]([OH:39])([C:7]3[C:6]([O:9][CH2:10][O:11][CH3:12])=[CH:5][N:4]=[C:3]([O:2][CH3:1])[CH:8]=3)[C:31]2=[O:40])[CH:42]=[CH:43][CH:44]=[CH:45][CH:46]=1. The catalyst class is: 355. (2) Reactant: Br[C:2]1[CH:3]=[C:4]2[S:10][CH:9]=[CH:8][C:5]2=[N:6][CH:7]=1.BrC1C=NC2=CSC=C2C=1.CC1(C)C(C)(C)OB([C:29]2[CH:34]=[CH:33][C:32]([CH2:35][C:36]([NH:38][C:39]3[CH:43]=[C:42]([C:44]4([C:47]([F:50])([F:49])[F:48])[CH2:46][CH2:45]4)[O:41][N:40]=3)=[O:37])=[CH:31][CH:30]=2)O1.C([O-])([O-])=O.[Na+].[Na+]. Product: [S:10]1[C:4]2[C:5](=[N:6][CH:7]=[C:2]([C:29]3[CH:30]=[CH:31][C:32]([CH2:35][C:36]([NH:38][C:39]4[CH:43]=[C:42]([C:44]5([C:47]([F:50])([F:48])[F:49])[CH2:45][CH2:46]5)[O:41][N:40]=4)=[O:37])=[CH:33][CH:34]=3)[CH:3]=2)[CH:8]=[CH:9]1. The catalyst class is: 578. (3) Reactant: [C:1]([O:5][C:6](=[O:27])[NH:7][C:8]1[CH2:9][O:10][CH2:11][C@@:12]([CH:24]([F:26])[F:25])([C:14]2[CH:19]=[C:18]([N+:20]([O-])=O)[CH:17]=[CH:16][C:15]=2[F:23])[N:13]=1)([CH3:4])([CH3:3])[CH3:2].[H][H]. Product: [C:1]([O:5][C:6](=[O:27])[NH:7][C:8]1[CH2:9][O:10][CH2:11][C@:12]([C:14]2[CH:19]=[C:18]([NH2:20])[CH:17]=[CH:16][C:15]=2[F:23])([CH:24]([F:26])[F:25])[N:13]=1)([CH3:4])([CH3:2])[CH3:3]. The catalyst class is: 105. (4) Reactant: C(O[C:6]([N:8](C)[O:9][C:10](=[O:16])[CH2:11][CH2:12][C:13]([OH:15])=[O:14])=O)(C)(C)C.Cl. Product: [CH3:6][NH:8][O:9][C:10](=[O:16])[CH2:11][CH2:12][C:13]([OH:15])=[O:14]. The catalyst class is: 12. (5) Reactant: [CH:1](=O)[CH2:2][CH3:3].S(=O)(=O)(O)O.[CH3:10][C:11]1[CH:16]=[C:15]([CH3:17])[CH:14]=[CH:13][C:12]=1[C:18]1[C:19]2[N:20]([C:24]([NH2:29])=[C:25]([CH2:27][CH3:28])[N:26]=2)[N:21]=[CH:22][CH:23]=1.[BH4-].[Na+].[OH-].[Na+].O1C[CH2:37][CH2:36][CH2:35]1. Product: [CH3:10][C:11]1[CH:16]=[C:15]([CH3:17])[CH:14]=[CH:13][C:12]=1[C:18]1[C:19]2[N:20]([C:24]([N:29]([CH2:35][CH2:36][CH3:37])[CH2:1][CH2:2][CH3:3])=[C:25]([CH2:27][CH3:28])[N:26]=2)[N:21]=[CH:22][CH:23]=1. The catalyst class is: 6. (6) Reactant: [CH3:1][O:2][C:3](=[O:33])[CH2:4][C@H:5]1[C:9]2[CH:10]=[CH:11][C:12]([O:14][C@H:15]3[C:23]4[C:18](=[C:19](B5OC(C)(C)C(C)(C)O5)[CH:20]=[CH:21][CH:22]=4)[CH2:17][CH2:16]3)=[CH:13][C:8]=2[O:7][CH2:6]1.Br[C:35]1[CH:40]=[C:39]([O:41][CH3:42])[CH:38]=[CH:37][C:36]=1[CH3:43].O. Product: [CH3:1][O:2][C:3](=[O:33])[CH2:4][C@H:5]1[C:9]2[CH:10]=[CH:11][C:12]([O:14][C@H:15]3[C:23]4[C:18](=[C:19]([C:35]5[CH:40]=[C:39]([O:41][CH3:42])[CH:38]=[CH:37][C:36]=5[CH3:43])[CH:20]=[CH:21][CH:22]=4)[CH2:17][CH2:16]3)=[CH:13][C:8]=2[O:7][CH2:6]1. The catalyst class is: 596. (7) Reactant: [CH:1]1([C:6]2[N:7]=[C:8]([CH3:25])[N:9]3[C:14](=[O:15])[NH:13][C:12]([C:16]4[CH:21]=[CH:20][CH:19]=[CH:18][C:17]=4[O:22][CH2:23][CH3:24])=[N:11][C:10]=23)[CH2:5][CH2:4][CH2:3][CH2:2]1.[Cl:26][S:27](O)(=[O:29])=[O:28]. Product: [CH2:23]([O:22][C:17]1[CH:18]=[CH:19][C:20]([S:27]([Cl:26])(=[O:29])=[O:28])=[CH:21][C:16]=1[C:12]1[NH:13][C:14](=[O:15])[N:9]2[C:8]([CH3:25])=[N:7][C:6]([CH:1]3[CH2:2][CH2:3][CH2:4][CH2:5]3)=[C:10]2[N:11]=1)[CH3:24]. The catalyst class is: 4. (8) Reactant: [C:1](#[N:4])[CH:2]=[CH2:3].[CH2:5]=[CH:6][C:7](=[CH2:9])[CH3:8].N(C(C)(C)C#N)=NC(C)(C)C#N. Product: [CH2:5]=[CH:6][C:7](=[CH2:8])[CH3:9].[C:1](#[N:4])[CH:2]=[CH2:3]. The catalyst class is: 11. (9) Reactant: [N+:1]([C:4]1[CH:5]=[C:6]([O:14][CH2:15][CH2:16][NH:17][S:18]([CH3:21])(=[O:20])=[O:19])[CH:7]=[C:8]([C:10]([F:13])([F:12])[F:11])[CH:9]=1)([O-])=O. The catalyst class is: 19. Product: [NH2:1][C:4]1[CH:5]=[C:6]([O:14][CH2:15][CH2:16][NH:17][S:18]([CH3:21])(=[O:19])=[O:20])[CH:7]=[C:8]([C:10]([F:13])([F:11])[F:12])[CH:9]=1.